Regression. Given a peptide amino acid sequence and an MHC pseudo amino acid sequence, predict their binding affinity value. This is MHC class II binding data. From a dataset of Peptide-MHC class II binding affinity with 134,281 pairs from IEDB. The peptide sequence is KLIGGIGGFIKVRQYDQILI. The binding affinity (normalized) is 0.675. The MHC is HLA-DPA10201-DPB10501 with pseudo-sequence HLA-DPA10201-DPB10501.